From a dataset of Catalyst prediction with 721,799 reactions and 888 catalyst types from USPTO. Predict which catalyst facilitates the given reaction. (1) The catalyst class is: 28. Reactant: [NH2:1][C:2]1[C:3]([CH3:18])=[C:4]([C:8]2[CH:13]=[CH:12][C:11]([C:14]([O:16]C)=[O:15])=[CH:10][CH:9]=2)[CH:5]=[CH:6][CH:7]=1.N1C=CC=CC=1.CS(Cl)(=O)=O. Product: [NH2:1][C:2]1[C:3]([CH3:18])=[C:4]([C:8]2[CH:13]=[CH:12][C:11]([C:14]([OH:16])=[O:15])=[CH:10][CH:9]=2)[CH:5]=[CH:6][CH:7]=1. (2) Reactant: [NH2:1][C:2]1[CH:17]=[CH:16][C:5]([O:6][CH2:7][CH2:8][N:9]2[CH2:14][CH2:13][CH:12]([OH:15])[CH2:11][CH2:10]2)=[C:4]([C:18]2[N:19]([CH3:24])[N:20]=[CH:21][C:22]=2[Br:23])[CH:3]=1.[C:25](O[C:25](=[O:30])[CH2:26][CH2:27][CH2:28][CH3:29])(=[O:30])[CH2:26][CH2:27][CH2:28][CH3:29].C(N(CC)CC)C. Product: [Br:23][C:22]1[CH:21]=[N:20][N:19]([CH3:24])[C:18]=1[C:4]1[CH:3]=[C:2]([NH:1][C:25](=[O:30])[CH2:26][CH2:27][CH2:28][CH3:29])[CH:17]=[CH:16][C:5]=1[O:6][CH2:7][CH2:8][N:9]1[CH2:10][CH2:11][CH:12]([OH:15])[CH2:13][CH2:14]1. The catalyst class is: 3.